This data is from Forward reaction prediction with 1.9M reactions from USPTO patents (1976-2016). The task is: Predict the product of the given reaction. (1) Given the reactants Cl[C:2]1[C:7]([C:8]2[N:12]3[CH:13]=[C:14]([C:17]4[CH:22]=[CH:21][C:20]([O:23][CH3:24])=[CH:19][CH:18]=4)[CH:15]=[CH:16][C:11]3=[N:10][N:9]=2)=[CH:6][CH:5]=[CH:4][N:3]=1.[CH3:25][O-:26].[Na+], predict the reaction product. The product is: [CH3:24][O:23][C:20]1[CH:21]=[CH:22][C:17]([C:14]2[CH:15]=[CH:16][C:11]3[N:12]([C:8]([C:7]4[C:2]([O:26][CH3:25])=[N:3][CH:4]=[CH:5][CH:6]=4)=[N:9][N:10]=3)[CH:13]=2)=[CH:18][CH:19]=1. (2) Given the reactants [CH3:1][Si:2]([CH3:35])([CH3:34])[CH2:3][CH2:4][O:5][CH2:6][N:7]1[C:15]2[CH2:14][CH:13]([C:16]3[CH:17]=[N:18][N:19]([CH2:21][O:22][CH2:23][CH2:24][Si:25]([CH3:28])([CH3:27])[CH3:26])[CH:20]=3)[CH2:12][CH2:11][C:10]=2[C:9]([C:29]([O:31]CC)=[O:30])=[N:8]1.O.[OH-].[Li+].Cl, predict the reaction product. The product is: [CH3:1][Si:2]([CH3:35])([CH3:34])[CH2:3][CH2:4][O:5][CH2:6][N:7]1[C:15]2[CH2:14][CH:13]([C:16]3[CH:17]=[N:18][N:19]([CH2:21][O:22][CH2:23][CH2:24][Si:25]([CH3:26])([CH3:27])[CH3:28])[CH:20]=3)[CH2:12][CH2:11][C:10]=2[C:9]([C:29]([OH:31])=[O:30])=[N:8]1. (3) Given the reactants [C:1]1([CH2:7][C:8](Cl)=[O:9])[CH:6]=[CH:5][CH:4]=[CH:3][CH:2]=1.[S-:11][C:12]#[N:13].[K+].O, predict the reaction product. The product is: [C:1]1([CH2:7][C:8]([N:13]=[C:12]=[S:11])=[O:9])[CH:6]=[CH:5][CH:4]=[CH:3][CH:2]=1. (4) Given the reactants CN([CH:4]=[C:5]1[C:11](=O)[C:10]2[CH:13]=[CH:14][CH:15]=[CH:16][C:9]=2[NH:8][C:7](=[O:17])[CH2:6]1)C.[NH:18]1[C:26]2[C:21](=[CH:22][CH:23]=[CH:24][CH:25]=2)[C:20]([CH2:27][C:28]([NH2:30])=[NH:29])=[CH:19]1, predict the reaction product. The product is: [NH:18]1[C:26]2[C:21](=[CH:22][CH:23]=[CH:24][CH:25]=2)[C:20]([CH2:27][C:28]2[N:30]=[CH:4][C:5]3[CH2:6][C:7](=[O:17])[NH:8][C:9]4[CH:16]=[CH:15][CH:14]=[CH:13][C:10]=4[C:11]=3[N:29]=2)=[CH:19]1. (5) Given the reactants C([N:3]([CH2:6][CH3:7])CC)C.CCCP(=O)=O.[Br:14][C:15]1[CH:16]=C[C:18]([O:23][C:24]([F:27])([F:26])[F:25])=[C:19]([CH:22]=1)C=O.Cl.ON.C(=O)(O)[O-].[Na+], predict the reaction product. The product is: [Br:14][C:15]1[CH:22]=[CH:19][C:18]([O:23][C:24]([F:25])([F:26])[F:27])=[C:7]([CH:16]=1)[C:6]#[N:3]. (6) Given the reactants Cl[C:2]1[CH:3]=[CH:4][C:5]2[N:6]([C:8]([C:11]([F:14])([F:13])[F:12])=[N:9][N:10]=2)[N:7]=1.[F:15][C:16]([F:28])([F:27])[O:17][C:18]1[CH:23]=[CH:22][C:21](B(O)O)=[CH:20][CH:19]=1.C([O-])([O-])=O.[Na+].[Na+].COCCOC, predict the reaction product. The product is: [F:15][C:16]([F:27])([F:28])[O:17][C:18]1[CH:23]=[CH:22][C:21]([C:2]2[CH:3]=[CH:4][C:5]3[N:6]([C:8]([C:11]([F:14])([F:13])[F:12])=[N:9][N:10]=3)[N:7]=2)=[CH:20][CH:19]=1. (7) Given the reactants [CH3:1][N:2]1[CH2:7][CH2:6][N:5]([CH:8]2[CH2:13][CH2:12][CH2:11][C:10](=[N:14]O)[CH2:9]2)[CH2:4][CH2:3]1.N.[H][H].[ClH:19], predict the reaction product. The product is: [ClH:19].[ClH:19].[ClH:19].[CH3:1][N:2]1[CH2:3][CH2:4][N:5]([C@@H:8]2[CH2:13][CH2:12][CH2:11][C@H:10]([NH2:14])[CH2:9]2)[CH2:6][CH2:7]1.